The task is: Predict the reactants needed to synthesize the given product.. This data is from Full USPTO retrosynthesis dataset with 1.9M reactions from patents (1976-2016). Given the product [Cl:22][C:19]1[CH:18]=[CH:17][C:16]([C:7]2[C:6](=[O:23])[C:5]3[CH:4]=[CH:3][C:2]4[NH:1][C:24](=[O:25])[O:12][C:11]=4[C:10]=3[O:9][C:8]=2[CH:13]([CH3:14])[CH3:15])=[CH:21][CH:20]=1, predict the reactants needed to synthesize it. The reactants are: [NH2:1][C:2]1[C:11]([OH:12])=[C:10]2[C:5]([C:6](=[O:23])[C:7]([C:16]3[CH:21]=[CH:20][C:19]([Cl:22])=[CH:18][CH:17]=3)=[C:8]([CH:13]([CH3:15])[CH3:14])[O:9]2)=[CH:4][CH:3]=1.[C:24](Cl)(Cl)=[O:25].C(N(CC)CC)C.